Dataset: Full USPTO retrosynthesis dataset with 1.9M reactions from patents (1976-2016). Task: Predict the reactants needed to synthesize the given product. (1) Given the product [CH2:26]([O:33][C:34]1[CH:39]=[CH:38][C:37]([CH2:40][CH:41]([NH:49][C:12]([CH:11]([NH:10][C:8]([N:1]2[CH2:2][CH2:3][CH2:4][CH2:5][CH2:6][CH2:7]2)=[O:9])[CH2:15][CH:16]([CH3:18])[CH3:17])=[O:14])[CH2:42][N:43]2[CH2:48][CH2:47][O:46][CH2:45][CH2:44]2)=[CH:36][CH:35]=1)[C:27]1[CH:28]=[CH:29][CH:30]=[CH:31][CH:32]=1, predict the reactants needed to synthesize it. The reactants are: [N:1]1([C:8]([NH:10][C@@H:11]([CH2:15][CH:16]([CH3:18])[CH3:17])[C:12]([OH:14])=O)=[O:9])[CH2:7][CH2:6][CH2:5][CH2:4][CH2:3][CH2:2]1.CN1CCOCC1.[CH2:26]([O:33][C:34]1[CH:39]=[CH:38][C:37]([CH2:40][C@H:41]([NH2:49])[CH2:42][N:43]2[CH2:48][CH2:47][O:46][CH2:45][CH2:44]2)=[CH:36][CH:35]=1)[C:27]1[CH:32]=[CH:31][CH:30]=[CH:29][CH:28]=1.C(OCC)C. (2) Given the product [CH3:26][O:25][C:22]1[CH:21]=[CH:20][C:19]([C:18]([O:1][CH2:2][CH2:3][CH2:4][CH2:5][CH2:6][CH2:7][CH2:8][C:9]([OH:11])=[O:10])([C:27]2[CH:28]=[CH:29][CH:30]=[CH:31][CH:32]=2)[C:17]2[CH:34]=[CH:35][C:14]([O:13][CH3:12])=[CH:15][CH:16]=2)=[CH:24][CH:23]=1, predict the reactants needed to synthesize it. The reactants are: [OH:1][CH2:2][CH2:3][CH2:4][CH2:5][CH2:6][CH2:7][CH2:8][C:9]([OH:11])=[O:10].[CH3:12][O:13][C:14]1[CH:35]=[CH:34][C:17]([C:18](Cl)([C:27]2[CH:32]=[CH:31][CH:30]=[CH:29][CH:28]=2)[C:19]2[CH:24]=[CH:23][C:22]([O:25][CH3:26])=[CH:21][CH:20]=2)=[CH:16][CH:15]=1.